This data is from Catalyst prediction with 721,799 reactions and 888 catalyst types from USPTO. The task is: Predict which catalyst facilitates the given reaction. (1) Reactant: [ClH:1].[N:2]1([S:8]([C:11]2[CH:16]=[CH:15][CH:14]=[CH:13][C:12]=2[C:17]2[CH:22]=[CH:21][C:20]([CH2:23][C@H:24]([NH:39][C:40]([C@H:42]3[CH2:47][CH2:46][C@H:45]([CH2:48][NH:49]C(=O)OC(C)(C)C)[CH2:44][CH2:43]3)=[O:41])[C:25](=[O:38])[NH:26][C:27]3[CH:32]=[CH:31][C:30]([C:33]4[N:34]=[N:35][NH:36][N:37]=4)=[CH:29][CH:28]=3)=[CH:19][CH:18]=2)(=[O:10])=[O:9])[CH2:7][CH2:6][O:5][CH2:4][CH2:3]1. Product: [ClH:1].[NH2:49][CH2:48][C@H:45]1[CH2:46][CH2:47][C@H:42]([C:40]([NH:39][C@@H:24]([CH2:23][C:20]2[CH:21]=[CH:22][C:17]([C:12]3[CH:13]=[CH:14][CH:15]=[CH:16][C:11]=3[S:8]([N:2]3[CH2:7][CH2:6][O:5][CH2:4][CH2:3]3)(=[O:10])=[O:9])=[CH:18][CH:19]=2)[C:25](=[O:38])[NH:26][C:27]2[CH:32]=[CH:31][C:30]([C:33]3[N:37]=[N:36][NH:35][N:34]=3)=[CH:29][CH:28]=2)=[O:41])[CH2:43][CH2:44]1. The catalyst class is: 12. (2) Reactant: C(=O)([O-])[O-].[K+].[K+].[F:7][C:8]1[CH:9]=[C:10]([N+:15]([O-:17])=[O:16])[CH:11]=[CH:12][C:13]=1F.[NH:18]1[CH:22]=[CH:21][N:20]=[CH:19]1. Product: [F:7][C:8]1[CH:9]=[C:10]([N+:15]([O-:17])=[O:16])[CH:11]=[CH:12][C:13]=1[N:18]1[CH:22]=[CH:21][N:20]=[CH:19]1. The catalyst class is: 3. (3) The catalyst class is: 96. Product: [NH2:17][C@H:18]([C:24](=[O:25])[N:26]1[CH2:30][C:29]([F:31])([F:32])[C:28]([F:33])([F:34])[CH2:27]1)[CH2:19][CH2:20][CH2:21][CH2:22][NH:23][C:9]([NH:8][CH2:1][C:2]1[CH:7]=[CH:6][CH:5]=[CH:4][CH:3]=1)=[O:10]. Reactant: [CH2:1]([N:8]=[C:9]=[O:10])[C:2]1[CH:7]=[CH:6][CH:5]=[CH:4][CH:3]=1.C(OC(=O)[NH:17][C@H:18]([C:24]([N:26]1[CH2:30][C:29]([F:32])([F:31])[C:28]([F:34])([F:33])[CH2:27]1)=[O:25])[CH2:19][CH2:20][CH2:21][CH2:22][NH2:23])(C)(C)C.CN1CCOCC1.Cl. (4) Reactant: C([O:5][C:6](=[O:38])[CH2:7][C:8]1[CH:13]=[C:12]([F:14])[C:11]([N:15]2[CH2:20][CH2:19][C:18](=[N:21][O:22][CH:23]3[CH2:28][CH2:27][N:26]([C:29]4[N:34]=[CH:33][C:32]([CH2:35][CH3:36])=[CH:31][N:30]=4)[CH2:25][CH2:24]3)[CH2:17][CH2:16]2)=[CH:10][C:9]=1[F:37])(C)(C)C.C(O)(C(F)(F)F)=O. Product: [CH2:35]([C:32]1[CH:31]=[N:30][C:29]([N:26]2[CH2:25][CH2:24][CH:23]([O:22][N:21]=[C:18]3[CH2:19][CH2:20][N:15]([C:11]4[C:12]([F:14])=[CH:13][C:8]([CH2:7][C:6]([OH:38])=[O:5])=[C:9]([F:37])[CH:10]=4)[CH2:16][CH2:17]3)[CH2:28][CH2:27]2)=[N:34][CH:33]=1)[CH3:36]. The catalyst class is: 2. (5) Reactant: [Br:1][C:2]1[NH:6][C:5]([CH:7]=O)=[C:4]([C:9]([O:11]C)=O)[CH:3]=1.O.[NH2:14][NH2:15].CO.C(Cl)Cl. Product: [Br:1][C:2]1[NH:6][C:5]2[CH:7]=[N:14][NH:15][C:9](=[O:11])[C:4]=2[CH:3]=1. The catalyst class is: 14. (6) Reactant: Cl[C:2]1[C:3]2[C:4](=[N:8][N:9]3[CH:14]=[CH:13][CH:12]=[CH:11][C:10]=23)[N:5]=[CH:6][N:7]=1.[Cl:15][C:16]1[CH:17]=[C:18]([CH:20]=[CH:21][C:22]=1[F:23])[NH2:19].Cl. Product: [Cl:15][C:16]1[CH:17]=[C:18]([NH:19][C:2]2[C:3]3[C:4](=[N:8][N:9]4[CH:14]=[CH:13][CH:12]=[CH:11][C:10]=34)[N:5]=[CH:6][N:7]=2)[CH:20]=[CH:21][C:22]=1[F:23]. The catalyst class is: 32. (7) Reactant: S1[CH:5]=[CH:4][N:3]=[C:2]1[CH:6]=O.[NH:8]1[CH:12]=[CH:11][CH:10]=[CH:9]1.[C:13](O)(C(F)(F)F)=O. Product: [CH:5]1[CH:6]=[C:2]([CH2:13][C:12]2[NH:8][CH:9]=[CH:10][CH:11]=2)[NH:3][CH:4]=1. The catalyst class is: 2.